This data is from Full USPTO retrosynthesis dataset with 1.9M reactions from patents (1976-2016). The task is: Predict the reactants needed to synthesize the given product. (1) Given the product [CH2:30]([N:29]1[C:28]2[C:27](=[O:33])[NH:26][C:25](=[O:34])[N:24]([CH3:35])[C:23]=2[N:22]=[C:21]1[N:18]1[CH2:19][CH2:20][NH:15][CH2:16][CH2:17]1)[CH:31]=[CH2:32], predict the reactants needed to synthesize it. The reactants are: FC(F)(F)C(O)=O.C(OC([N:15]1[CH2:20][CH2:19][N:18]([C:21]2[N:29]([CH2:30][CH:31]=[CH2:32])[C:28]3[C:27](=[O:33])[NH:26][C:25](=[O:34])[N:24]([CH3:35])[C:23]=3[N:22]=2)[CH2:17][CH2:16]1)=O)(C)(C)C. (2) Given the product [ClH:16].[NH2:3][C:4]12[CH2:5][C:6]3([CH3:15])[CH2:12][CH:10]([CH2:9][C:8]([CH3:14])([CH2:7]3)[CH2:13]1)[CH2:11]2, predict the reactants needed to synthesize it. The reactants are: C([NH:3][C:4]12[CH2:13][C:8]3([CH3:14])[CH2:9][CH:10]([CH2:12][C:6]([CH3:15])([CH2:7]3)[CH2:5]1)[CH2:11]2)=O.[ClH:16]. (3) Given the product [CH3:1][O:2][C:3]1[N:4]=[CH:5][C:6]([OH:19])=[CH:7][CH:8]=1, predict the reactants needed to synthesize it. The reactants are: [CH3:1][O:2][C:3]1[CH:8]=[CH:7][C:6](B2OC(C)(C)C(C)(C)O2)=[CH:5][N:4]=1.B1([O-])O[O:19]1.O.O.O.O.[Na+]. (4) Given the product [CH2:18]([N:15]1[C:4]2=[N:5][C:6]([CH2:13][CH3:14])=[C:7]([C:8]([O:10][CH2:11][CH3:12])=[O:9])[C:2]([NH:27][CH:24]3[CH2:25][CH2:26][O:21][CH2:22][CH2:23]3)=[C:3]2[CH:17]=[N:16]1)[CH3:19], predict the reactants needed to synthesize it. The reactants are: Cl[C:2]1[C:7]([C:8]([O:10][CH2:11][CH3:12])=[O:9])=[C:6]([CH2:13][CH3:14])[N:5]=[C:4]2[N:15]([CH2:18][CH3:19])[N:16]=[CH:17][C:3]=12.Cl.[O:21]1[CH2:26][CH2:25][CH:24]([NH2:27])[CH2:23][CH2:22]1.CCN(C(C)C)C(C)C. (5) Given the product [F:21][C:22]1[CH:23]=[C:24]([C:2]2[C:3]([CH:8]=[O:9])=[N:4][CH:5]=[CH:6][CH:7]=2)[CH:25]=[C:26]([F:28])[CH:27]=1, predict the reactants needed to synthesize it. The reactants are: Br[C:2]1[C:3]([CH:8]=[O:9])=[N:4][CH:5]=[CH:6][CH:7]=1.C1COCC1.C([O-])([O-])=O.[Na+].[Na+].[F:21][C:22]1[CH:23]=[C:24](B(O)O)[CH:25]=[C:26]([F:28])[CH:27]=1. (6) Given the product [CH2:1]=[C:29]1[CH2:32][N:31]([C:33]([O:35][C:36]([CH3:39])([CH3:38])[CH3:37])=[O:34])[CH2:30]1, predict the reactants needed to synthesize it. The reactants are: [CH3:1]C(C)([O-])C.[K+].[Br-].CP(C1C=CC=CC=1)(C1C=CC=CC=1)C1C=CC=CC=1.O=[C:29]1[CH2:32][N:31]([C:33]([O:35][C:36]([CH3:39])([CH3:38])[CH3:37])=[O:34])[CH2:30]1.